From a dataset of Buchwald-Hartwig C-N cross coupling reaction yields with 55,370 reactions. Predict the reaction yield, written as a fraction of the theoretical maximum amount of product (1.0 means a 100% yield; for example, 0.34 means a 34% yield). (1) The reactants are Brc1ccccn1.Cc1ccc(N)cc1.O=S(=O)(O[Pd]1c2ccccc2-c2ccccc2N~1)C(F)(F)F.COc1ccc(OC)c(P(C(C)(C)C)C(C)(C)C)c1-c1c(C(C)C)cc(C(C)C)cc1C(C)C.CN1CCCN2CCCN=C12.Cc1cc(-n2cccc2)no1. No catalyst specified. The product is Cc1ccc(Nc2ccccn2)cc1. The yield is 0.808. (2) The reactants are CCc1ccc(I)cc1.Cc1ccc(N)cc1.O=S(=O)(O[Pd]1c2ccccc2-c2ccccc2N~1)C(F)(F)F.COc1ccc(OC)c(P([C@]23C[C@H]4C[C@H](C[C@H](C4)C2)C3)[C@]23C[C@H]4C[C@H](C[C@H](C4)C2)C3)c1-c1c(C(C)C)cc(C(C)C)cc1C(C)C.CN1CCCN2CCCN=C12.Cc1cc(-c2ccccc2)on1. No catalyst specified. The product is CCc1ccc(Nc2ccc(C)cc2)cc1. The yield is 0.731. (3) The yield is 0.416. The reactants are FC(F)(F)c1ccc(I)cc1.Cc1ccc(N)cc1.O=S(=O)(O[Pd]1c2ccccc2-c2ccccc2N~1)C(F)(F)F.CC(C)c1cc(C(C)C)c(-c2ccccc2P(C(C)(C)C)C(C)(C)C)c(C(C)C)c1.CN1CCCN2CCCN=C12.c1ccc(CN(Cc2ccccc2)c2ccon2)cc1. The product is Cc1ccc(Nc2ccc(C(F)(F)F)cc2)cc1. No catalyst specified.